This data is from NCI-60 drug combinations with 297,098 pairs across 59 cell lines. The task is: Regression. Given two drug SMILES strings and cell line genomic features, predict the synergy score measuring deviation from expected non-interaction effect. Drug 1: C1C(C(OC1N2C=NC(=NC2=O)N)CO)O. Drug 2: CC1C(C(CC(O1)OC2CC(CC3=C2C(=C4C(=C3O)C(=O)C5=CC=CC=C5C4=O)O)(C(=O)C)O)N)O. Cell line: NCI-H226. Synergy scores: CSS=44.4, Synergy_ZIP=-1.52, Synergy_Bliss=0.365, Synergy_Loewe=1.42, Synergy_HSA=2.77.